From a dataset of Full USPTO retrosynthesis dataset with 1.9M reactions from patents (1976-2016). Predict the reactants needed to synthesize the given product. (1) Given the product [CH2:1]([C:3]1[CH:11]=[C:10]([CH3:12])[C:9]([CH:22]=[O:23])=[CH:8][C:4]=1[C:5]([OH:7])=[O:6])[CH3:2], predict the reactants needed to synthesize it. The reactants are: [CH2:1]([C:3]1[CH:11]=[C:10]([CH3:12])[C:9](I)=[CH:8][C:4]=1[C:5]([OH:7])=[O:6])[CH3:2].[Li]CCCC.CN([CH:22]=[O:23])C. (2) Given the product [F:17][C:11]1[CH:10]=[C:9]([O:8][C:6]2[CH:5]=[CH:4][N:3]=[C:2]([C:22]3[CH:21]=[N:20][N:19]([CH3:18])[CH:23]=3)[CH:7]=2)[C:15]([F:16])=[CH:14][C:12]=1[NH2:13], predict the reactants needed to synthesize it. The reactants are: Cl[C:2]1[CH:7]=[C:6]([O:8][C:9]2[C:15]([F:16])=[CH:14][C:12]([NH2:13])=[C:11]([F:17])[CH:10]=2)[CH:5]=[CH:4][N:3]=1.[CH3:18][N:19]1[CH:23]=[C:22](B2OC(C)(C)C(C)(C)O2)[CH:21]=[N:20]1.P([O-])([O-])([O-])=O.[K+].[K+].[K+]. (3) Given the product [C:47]([O:46][C:44]([NH:43][C@@H:31]([CH2:32][CH2:33][CH2:34][NH:35][C:36]([O:37][C:38]([CH3:41])([CH3:40])[CH3:39])=[O:42])[CH2:30][NH:29][C:17](=[O:64])[CH2:16][C@@H:15]([NH:21][C:22]([O:24][C:25]([CH3:26])([CH3:27])[CH3:28])=[O:23])[CH2:14][CH2:13][CH2:12][NH:11][C:9](=[O:10])[O:8][CH2:1][C:2]1[CH:3]=[CH:4][CH:5]=[CH:6][CH:7]=1)=[O:45])([CH3:50])([CH3:49])[CH3:48], predict the reactants needed to synthesize it. The reactants are: [CH2:1]([O:8][C:9]([NH:11][CH2:12][CH2:13][CH2:14][C@H:15]([NH:21][C:22]([O:24][C:25]([CH3:28])([CH3:27])[CH3:26])=[O:23])[CH2:16][CH2:17]C(O)=O)=[O:10])[C:2]1[CH:7]=[CH:6][CH:5]=[CH:4][CH:3]=1.[NH2:29][CH2:30][C@@H:31]([NH:43][C:44]([O:46][C:47]([CH3:50])([CH3:49])[CH3:48])=[O:45])[CH2:32][CH2:33][CH2:34][NH:35][C:36](=[O:42])[O:37][C:38]([CH3:41])([CH3:40])[CH3:39].C(Cl)CCl.C1C=CC2N([OH:64])N=NC=2C=1. (4) Given the product [Si:1]([O:8][C:9]1[CH:14]=[CH:13][C:12](/[CH:15]=[CH:16]/[CH2:17][OH:18])=[CH:11][C:10]=1[O:22][CH3:23])([C:4]([CH3:7])([CH3:6])[CH3:5])([CH3:2])[CH3:3], predict the reactants needed to synthesize it. The reactants are: [Si:1]([O:8][C:9]1[CH:14]=[CH:13][C:12](/[CH:15]=[CH:16]/[C:17](OCC)=[O:18])=[CH:11][C:10]=1[O:22][CH3:23])([C:4]([CH3:7])([CH3:6])[CH3:5])([CH3:3])[CH3:2].CC(C[AlH]CC(C)C)C.